From a dataset of Catalyst prediction with 721,799 reactions and 888 catalyst types from USPTO. Predict which catalyst facilitates the given reaction. (1) Reactant: C(OC([NH:8][C@@H:9]([C:12]1[N:13]([S:24]([C:27]2[CH:33]=[CH:32][C:30]([CH3:31])=[CH:29][CH:28]=2)(=[O:26])=[O:25])[CH:14]=[CH:15][C:16]=1[C:17]([O:19]C(C)(C)C)=[O:18])[CH2:10][CH3:11])=O)(C)(C)C.[C:34]([OH:40])([C:36]([F:39])([F:38])[F:37])=[O:35]. Product: [NH2:8][C@@H:9]([C:12]1[N:13]([S:24]([C:27]2[CH:28]=[CH:29][C:30]([CH3:31])=[CH:32][CH:33]=2)(=[O:26])=[O:25])[CH:14]=[CH:15][C:16]=1[C:17]([OH:19])=[O:18])[CH2:10][CH3:11].[C:34]([OH:40])([C:36]([F:39])([F:38])[F:37])=[O:35].[F:37][C:36]([F:39])([F:38])[C:34]([OH:40])=[O:35].[NH2:8][C@@H:9]([C:12]1[N:13]([S:24]([C:27]2[CH:28]=[CH:29][C:30]([CH3:31])=[CH:32][CH:33]=2)(=[O:26])=[O:25])[CH:14]=[CH:15][C:16]=1[C:17]([OH:19])=[O:18])[CH2:10][CH3:11]. The catalyst class is: 2. (2) Reactant: [N+:1]([C:4]1[C:5]([CH:14]=[O:15])=[CH:6][CH:7]=[C:8]2[C:13]=1[N:12]=[CH:11][CH:10]=[CH:9]2)([O-:3])=[O:2].[Cl:16][C:17]1[CH:18]=[C:19]([Mg]Br)[CH:20]=[CH:21][C:22]=1[F:23]. Product: [Cl:16][C:17]1[CH:18]=[C:19]([CH:14]([C:5]2[C:4]([N+:1]([O-:3])=[O:2])=[C:13]3[C:8]([CH:9]=[CH:10][CH:11]=[N:12]3)=[CH:7][CH:6]=2)[OH:15])[CH:20]=[CH:21][C:22]=1[F:23]. The catalyst class is: 1. (3) Reactant: [CH:1]1[C:9]2[C:8]3[CH:10]=[CH:11][CH:12]=[CH:13][C:7]=3[O:6][C:5]=2[CH:4]=[CH:3][CH:2]=1.[N+:14]([O-])([OH:16])=[O:15]. Product: [N+:14]([C:3]1[CH:2]=[CH:1][C:9]2[C:8]3[CH:10]=[CH:11][CH:12]=[CH:13][C:7]=3[O:6][C:5]=2[CH:4]=1)([O-:16])=[O:15]. The catalyst class is: 574. (4) Reactant: Br[C:2]1[CH:11]=[CH:10][CH:9]=[C:8]2[C:3]=1[CH:4]=[CH:5][N:6]=[CH:7]2.C(=O)([O-])[O-].[Na+].[Na+].[S:18]1[CH:22]=[CH:21][C:20](B(O)O)=[CH:19]1. The catalyst class is: 564. Product: [S:18]1[CH:22]=[CH:21][C:20]([C:2]2[CH:11]=[CH:10][CH:9]=[C:8]3[C:3]=2[CH:4]=[CH:5][N:6]=[CH:7]3)=[CH:19]1. (5) Reactant: C(OC([N:8]1[CH2:13][C@@H:12]2[CH2:14][C@H:9]1[CH2:10][N:11]2[C:15]([C:18](OCC)=[O:19])([CH3:17])[CH3:16])=O)(C)(C)C.[H-].[H-].[H-].[H-].[Li+].[Al+3]. Product: [C@H:12]12[CH2:14][C@H:9]([NH:8][CH2:13]1)[CH2:10][N:11]2[C:15]([CH3:17])([CH3:16])[CH2:18][OH:19]. The catalyst class is: 1. (6) Reactant: [Cl:1][C:2]1[CH:3]=[C:4]([CH:28]=[CH:29][C:30]=1[Cl:31])[CH2:5][N:6]1[CH2:11][CH2:10][O:9][C@@H:8]([CH2:12][NH:13][C:14](=[O:27])[CH2:15][S:16][C:17]2[S:18][CH:19]=[C:20]([C:22]([O:24]CC)=[O:23])[N:21]=2)[CH2:7]1.[OH-].[Na+].Cl. Product: [C:22]([C:20]1[N:21]=[C:17]([S:16][CH2:15][C:14]([NH:13][CH2:12][C@@H:8]2[O:9][CH2:10][CH2:11][N:6]([CH2:5][C:4]3[CH:28]=[CH:29][C:30]([Cl:31])=[C:2]([Cl:1])[CH:3]=3)[CH2:7]2)=[O:27])[S:18][CH:19]=1)([OH:24])=[O:23]. The catalyst class is: 111. (7) Reactant: [N+:1]([C:4]1[CH:14]=[CH:13][C:7]2[CH2:8][CH2:9][NH:10][CH2:11][CH2:12][C:6]=2[CH:5]=1)([O-:3])=[O:2].[C:15](O[C:15]([O:17][C:18]([CH3:21])([CH3:20])[CH3:19])=[O:16])([O:17][C:18]([CH3:21])([CH3:20])[CH3:19])=[O:16]. Product: [N+:1]([C:4]1[CH:14]=[CH:13][C:7]2[CH2:8][CH2:9][N:10]([C:15]([O:17][C:18]([CH3:21])([CH3:20])[CH3:19])=[O:16])[CH2:11][CH2:12][C:6]=2[CH:5]=1)([O-:3])=[O:2]. The catalyst class is: 34. (8) Reactant: [CH3:1][C:2]1([CH3:28])[S:7][CH2:6][CH2:5][N:4]([S:8]([C:11]2[CH:16]=[CH:15][C:14]([O:17][CH2:18][C:19]#[C:20][CH2:21][NH:22][CH3:23])=[CH:13][CH:12]=2)(=[O:10])=[O:9])[CH:3]1[C:24]([O:26][CH3:27])=[O:25].[C:37](O[C:37]([O:39][C:40]([CH3:43])([CH3:42])[CH3:41])=[O:38])([O:39][C:40]([CH3:43])([CH3:42])[CH3:41])=[O:38]. Product: [C:40]([O:39][C:37]([N:22]([CH3:23])[CH2:21][C:20]#[C:19][CH2:18][O:17][C:14]1[CH:15]=[CH:16][C:11]([S:8]([N:4]2[CH2:5][CH2:6][S:7][C:2]([CH3:28])([CH3:1])[CH:3]2[C:24]([O:26][CH3:27])=[O:25])(=[O:10])=[O:9])=[CH:12][CH:13]=1)=[O:38])([CH3:41])([CH3:42])[CH3:43]. The catalyst class is: 527. (9) Reactant: [I:1][C:2]1[C:7]([C:8](OCC)=[O:9])=[C:6]([CH3:13])[N:5]=[C:4]2[S:14][C:15]3[CH2:20][CH2:19][CH2:18][CH2:17][C:16]=3[C:3]=12.[H-].C([Al+]CC(C)C)C(C)C. Product: [I:1][C:2]1[C:7]([CH2:8][OH:9])=[C:6]([CH3:13])[N:5]=[C:4]2[S:14][C:15]3[CH2:20][CH2:19][CH2:18][CH2:17][C:16]=3[C:3]=12. The catalyst class is: 4.